From a dataset of Catalyst prediction with 721,799 reactions and 888 catalyst types from USPTO. Predict which catalyst facilitates the given reaction. Reactant: OCC[C:4]1[CH:5]=[C:6]2[C:11](=[CH:12][CH:13]=1)[C:10](NC)=[C:9](C(=O)C)[CH:8]=[CH:7]2.C(#N)CC#N. Product: [CH:10]1[C:11]2[C:6](=[CH:5][CH:4]=[CH:13][CH:12]=2)[CH:7]=[CH:8][CH:9]=1. The catalyst class is: 17.